Task: Predict the reaction yield, written as a fraction of the theoretical maximum amount of product (1.0 means a 100% yield; for example, 0.34 means a 34% yield).. Dataset: Reaction yield outcomes from USPTO patents with 853,638 reactions (1) The product is [CH:1]1([C:4]2[CH:9]=[C:8]([F:10])[C:7]([N+:11]([O-:13])=[O:12])=[CH:6][C:5]=2[N:14]2[C:15]([CH:16]([CH3:18])[CH3:17])=[N:41][N:40]=[N:39]2)[CH2:3][CH2:2]1. The reactants are [CH:1]1([C:4]2[CH:9]=[C:8]([F:10])[C:7]([N+:11]([O-:13])=[O:12])=[CH:6][C:5]=2[NH:14][C:15](=O)[CH:16]([CH3:18])[CH3:17])[CH2:3][CH2:2]1.FC(F)(F)S(OS(C(F)(F)F)(=O)=O)(=O)=O.C[Si]([N:39]=[N+:40]=[N-:41])(C)C. The catalyst is C(#N)C. The yield is 0.780. (2) The reactants are [CH3:1][C:2]([C:14]1[CH:19]=[CH:18][C:17]([S:20][CH3:21])=[CH:16][N:15]=1)([CH2:7][CH:8]1[CH2:13][CH2:12][O:11][CH2:10][CH2:9]1)[C:3](=[O:6])[CH:4]=[CH2:5].C(O)C.O1CCCC1.[N:30]1[CH:35]=[CH:34][CH:33]=[CH:32][C:31]=1[CH:36]=[O:37]. The catalyst is [Cl-].C([N+]1C(C)=C(CCO)SC=1)C1C=CC=CC=1.C(OCC)(=O)C.C(N(CC)CC)C. The product is [CH3:1][C:2]([C:14]1[CH:19]=[CH:18][C:17]([S:20][CH3:21])=[CH:16][N:15]=1)([CH2:7][CH:8]1[CH2:9][CH2:10][O:11][CH2:12][CH2:13]1)[C:3](=[O:6])[CH2:4][CH2:5][C:36]([C:31]1[CH:32]=[CH:33][CH:34]=[CH:35][N:30]=1)=[O:37]. The yield is 0.580.